From a dataset of Reaction yield outcomes from USPTO patents with 853,638 reactions. Predict the reaction yield, written as a fraction of the theoretical maximum amount of product (1.0 means a 100% yield; for example, 0.34 means a 34% yield). (1) The reactants are [Cl:1][C:2]1[CH:34]=[CH:33][C:5]([C:6]([N:8]([CH2:24][C:25]([N:27]2[CH2:32][CH2:31][O:30][CH2:29][CH2:28]2)=[O:26])[C:9]2[CH:13]=[C:12]([C:14]#[C:15][C:16]([CH3:19])([CH3:18])[CH3:17])[S:11][C:10]=2[C:20]([O:22]C)=[O:21])=[O:7])=[CH:4][CH:3]=1.C1COCC1.O[Li].O.Cl. The catalyst is O. The product is [Cl:1][C:2]1[CH:3]=[CH:4][C:5]([C:6]([N:8]([CH2:24][C:25]([N:27]2[CH2:28][CH2:29][O:30][CH2:31][CH2:32]2)=[O:26])[C:9]2[CH:13]=[C:12]([C:14]#[C:15][C:16]([CH3:18])([CH3:17])[CH3:19])[S:11][C:10]=2[C:20]([OH:22])=[O:21])=[O:7])=[CH:33][CH:34]=1. The yield is 0.750. (2) The reactants are [Br:1][C:2]1[CH:7]=[CH:6][C:5]([C:8]2[O:9][C:10]([CH3:17])=[C:11]([CH2:13][C:14](O)=[O:15])[N:12]=2)=[CH:4][CH:3]=1. The catalyst is C1COCC1. The product is [Br:1][C:2]1[CH:3]=[CH:4][C:5]([C:8]2[O:9][C:10]([CH3:17])=[C:11]([CH2:13][CH2:14][OH:15])[N:12]=2)=[CH:6][CH:7]=1. The yield is 0.720. (3) The reactants are [H-].[Na+].[CH3:3][O:4][C:5]1[CH:6]=[C:7]2[C:11](=[CH:12][CH:13]=1)[NH:10][C:9]([C:14]([O:16][CH2:17][CH3:18])=[O:15])=[CH:8]2.Br[CH2:20][C:21]([O:23][CH2:24][CH3:25])=[O:22]. The catalyst is CN(C=O)C. The product is [CH2:17]([O:16][C:14]([C:9]1[N:10]([CH2:20][C:21]([O:23][CH2:24][CH3:25])=[O:22])[C:11]2[C:7]([CH:8]=1)=[CH:6][C:5]([O:4][CH3:3])=[CH:13][CH:12]=2)=[O:15])[CH3:18]. The yield is 0.890. (4) The yield is 0.460. The reactants are C[C:2]1(C)[O:7][C:6](=[O:8])[CH2:5][C:4](=[O:9])O1.N1C=CC=CC=1.[F:17][C:18]([F:24])([F:23])[CH2:19]C(Cl)=O. The catalyst is CN(C1C=CN=CC=1)C.ClCCl.CO. The product is [CH3:2][O:7][C:6](=[O:8])[CH2:5][C:4](=[O:9])[CH2:19][C:18]([F:24])([F:23])[F:17].